Dataset: Forward reaction prediction with 1.9M reactions from USPTO patents (1976-2016). Task: Predict the product of the given reaction. Given the reactants [CH3:1][CH:2]([CH3:12])/[CH:3]=[CH:4]/[CH2:5][CH2:6][CH2:7][CH2:8][C:9]([OH:11])=[O:10].[CH2:13](O)[C:14]1[CH:22]=[CH:21][C:19]([OH:20])=[C:16]([O:17][CH3:18])[CH:15]=1.O, predict the reaction product. The product is: [CH3:1][CH:2](/[CH:3]=[CH:4]/[CH2:5][CH2:6][CH2:7][CH2:8][C:9]([O:11][CH2:13][C:14]1[CH:22]=[CH:21][C:19]([OH:20])=[C:16]([O:17][CH3:18])[CH:15]=1)=[O:10])[CH3:12].